Dataset: Catalyst prediction with 721,799 reactions and 888 catalyst types from USPTO. Task: Predict which catalyst facilitates the given reaction. (1) Reactant: [F:1][C:2]([F:12])([F:11])[C:3](=O)[CH2:4][C:5]([O:7][CH2:8][CH3:9])=[O:6].[C:13]([NH2:17])(=[O:16])[CH:14]=[CH2:15].C1(C)C=CC(S(O)(=O)=O)=CC=1.O. Product: [CH2:8]([O:7][C:5]([C:4]1[CH2:15][CH2:14][C:13]([OH:16])=[N:17][C:3]=1[C:2]([F:12])([F:11])[F:1])=[O:6])[CH3:9]. The catalyst class is: 11. (2) Reactant: [NH2:1][C:2]1[C:3]([CH3:24])=[C:4]([CH:20]=[C:21]([Cl:23])[CH:22]=1)[CH2:5][N:6]1[CH2:11][CH2:10][N:9]([C:12]([CH:14]2[CH2:18][CH2:17][CH2:16][CH2:15]2)=[O:13])[C@@H:8]([CH3:19])[CH2:7]1.C([O-])([O-])=O.[K+].[K+].Cl.[CH3:32][C:33]1[CH:41]=[CH:40][C:36]([C:37](Cl)=[O:38])=[CH:35][N:34]=1. Product: [Cl:23][C:21]1[CH:20]=[C:4]([CH2:5][N:6]2[CH2:11][CH2:10][N:9]([C:12]([CH:14]3[CH2:18][CH2:17][CH2:16][CH2:15]3)=[O:13])[C@@H:8]([CH3:19])[CH2:7]2)[C:3]([CH3:24])=[C:2]([NH:1][C:37](=[O:38])[C:36]2[CH:40]=[CH:41][C:33]([CH3:32])=[N:34][CH:35]=2)[CH:22]=1. The catalyst class is: 10.